This data is from Full USPTO retrosynthesis dataset with 1.9M reactions from patents (1976-2016). The task is: Predict the reactants needed to synthesize the given product. (1) Given the product [ClH:1].[CH2:23]([N:44]([CH2:43][CH2:42][CH2:41][C@H:32]([NH2:33])[C:31](=[O:55])[NH:30][C@@H:16]([CH2:17][CH2:18][NH:19][C:20]([O:22][CH2:23][C:24]1[CH:29]=[CH:28][CH:27]=[CH:26][CH:25]=1)=[O:21])[C:15](=[O:56])[NH:14][CH2:13][CH2:12][NH:11][C:10](=[O:57])[O:9][CH2:2][C:63]1[CH:62]=[CH:15][CH:16]=[CH:17][CH:18]=1)[C:45](=[O:46])[OH:47])[C:24]1[CH:25]=[CH:26][CH:27]=[CH:28][CH:29]=1, predict the reactants needed to synthesize it. The reactants are: [ClH:1].[CH2:2]([O:9][C:10](=[O:57])[NH:11][CH2:12][CH2:13][NH:14][C:15](=[O:56])[C@@H:16]([NH:30][C:31](=[O:55])[C@H:32]([CH2:41][CH2:42][CH2:43][NH:44][C:45]([O:47]CC1C=CC=CC=1)=[O:46])[NH:33]C(OC(C)(C)C)=O)[CH2:17][CH2:18][NH:19][C:20]([O:22][CH2:23][C:24]1[CH:29]=[CH:28][CH:27]=[CH:26][CH:25]=1)=[O:21])C1C=CC=CC=1.O1[CH2:63][CH2:62]OCC1. (2) Given the product [C:5]([O:9][C:10]([N:12]1[CH2:17][C@@H:16]([CH3:18])[N:15]([C:1](=[O:3])[CH3:2])[C@@H:14]([CH3:19])[CH2:13]1)=[O:11])([CH3:8])([CH3:6])[CH3:7], predict the reactants needed to synthesize it. The reactants are: [C:1](Cl)(=[O:3])[CH3:2].[C:5]([O:9][C:10]([N:12]1[CH2:17][C@@H:16]([CH3:18])[NH:15][C@@H:14]([CH3:19])[CH2:13]1)=[O:11])([CH3:8])([CH3:7])[CH3:6]. (3) The reactants are: Cl[C:2]1[C:7]([N+:8]([O-:10])=[O:9])=[CH:6][CH:5]=[C:4]([Cl:11])[N:3]=1.C(=O)([O-])[O-].[K+].[K+].[CH3:18][NH:19][CH3:20].O1CCCC1. Given the product [Cl:11][C:4]1[N:3]=[C:2]([N:19]([CH3:20])[CH3:18])[C:7]([N+:8]([O-:10])=[O:9])=[CH:6][CH:5]=1, predict the reactants needed to synthesize it. (4) Given the product [CH3:20][O:19][C:14]1[CH:13]=[C:12]2[C:17](=[CH:16][C:15]=1[O:18][CH2:6][CH2:5][O:4][C:1](=[O:3])[CH3:2])[N:9]([CH3:8])[CH:10]=[C:11]2[C:21]1[N:29]([S:30]([C:33]2[CH:34]=[CH:35][C:36]([CH3:39])=[CH:37][CH:38]=2)(=[O:32])=[O:31])[C:24]2=[N:25][CH:26]=[CH:27][CH:28]=[C:23]2[CH:22]=1, predict the reactants needed to synthesize it. The reactants are: [C:1]([O:4][CH2:5][CH2:6]Br)(=[O:3])[CH3:2].[CH3:8][N:9]1[C:17]2[C:12](=[CH:13][C:14]([O:19][CH3:20])=[C:15]([OH:18])[CH:16]=2)[C:11]([C:21]2[N:29]([S:30]([C:33]3[CH:38]=[CH:37][C:36]([CH3:39])=[CH:35][CH:34]=3)(=[O:32])=[O:31])[C:24]3=[N:25][CH:26]=[CH:27][CH:28]=[C:23]3[CH:22]=2)=[CH:10]1. (5) Given the product [Cl:2][C:3]1[CH:8]=[CH:7][C:6]([S:9]([C:12]2([C:18]3[CH:23]=[C:22]([F:24])[CH:21]=[CH:20][C:19]=3[F:25])[CH2:17][CH2:16][N:15]([C:29](=[O:30])[CH2:28][N:27]([CH3:32])[CH3:26])[CH2:14][CH2:13]2)(=[O:10])=[O:11])=[CH:5][CH:4]=1, predict the reactants needed to synthesize it. The reactants are: Cl.[Cl:2][C:3]1[CH:8]=[CH:7][C:6]([S:9]([C:12]2([C:18]3[CH:23]=[C:22]([F:24])[CH:21]=[CH:20][C:19]=3[F:25])[CH2:17][CH2:16][NH:15][CH2:14][CH2:13]2)(=[O:11])=[O:10])=[CH:5][CH:4]=1.[CH3:26][N:27]([CH3:32])[CH2:28][C:29](O)=[O:30].CN1CCOCC1.Cl.C(N=C=NCCCN(C)C)C.C(=O)(O)[O-].[Na+].